This data is from Forward reaction prediction with 1.9M reactions from USPTO patents (1976-2016). The task is: Predict the product of the given reaction. (1) The product is: [C:1]([C:5]1[CH:6]=[CH:7][C:8]([C:11]([C:36]2[CH:41]=[CH:40][C:39]([C:42]3[NH:46][C:45]([C@@H:47]4[CH2:51][CH2:50][CH2:49][NH:48]4)=[N:44][CH:43]=3)=[CH:38][CH:37]=2)=[CH:12][C:13]2[CH:14]=[CH:15][C:16]([C:19]3[NH:23][C:22]([C@@H:24]4[CH2:28][CH2:27][CH2:26][NH:25]4)=[N:21][CH:20]=3)=[CH:17][CH:18]=2)=[CH:9][CH:10]=1)([CH3:4])([CH3:2])[CH3:3]. Given the reactants [C:1]([C:5]1[CH:10]=[CH:9][C:8]([C:11]([C:36]2[CH:41]=[CH:40][C:39]([C:42]3[NH:46][C:45]([C@@H:47]4[CH2:51][CH2:50][CH2:49][N:48]4C(OC(C)(C)C)=O)=[N:44][CH:43]=3)=[CH:38][CH:37]=2)=[CH:12][C:13]2[CH:18]=[CH:17][C:16]([C:19]3[NH:23][C:22]([C@@H:24]4[CH2:28][CH2:27][CH2:26][N:25]4C(OC(C)(C)C)=O)=[N:21][CH:20]=3)=[CH:15][CH:14]=2)=[CH:7][CH:6]=1)([CH3:4])([CH3:3])[CH3:2].FC(F)(F)C(O)=O, predict the reaction product. (2) Given the reactants Cl.[NH:2]1[CH2:5][CH:4]([C:6]2[CH:11]=[CH:10][C:9]([NH:12][C:13]3[C:14](=[O:21])[N:15]([CH3:20])[CH:16]=[C:17]([Br:19])[N:18]=3)=[CH:8][CH:7]=2)[CH2:3]1.[BH-](OC(C)=O)(OC(C)=O)O[C:24](C)=O.[Na+].C=O.C(O)(=O)C, predict the reaction product. The product is: [Br:19][C:17]1[N:18]=[C:13]([NH:12][C:9]2[CH:8]=[CH:7][C:6]([CH:4]3[CH2:5][N:2]([CH3:24])[CH2:3]3)=[CH:11][CH:10]=2)[C:14](=[O:21])[N:15]([CH3:20])[CH:16]=1. (3) The product is: [CH3:39][O:38][C:35]1[CH:34]=[CH:33][C:32]([C:25]([NH:14][C:10]2[CH2:11][O:12][CH2:13][C@:8]([C:6]3[CH:7]=[C:2]([Br:1])[CH:3]=[CH:4][C:5]=3[F:16])([CH3:15])[N:9]=2)([C:22]2[CH:21]=[CH:20][C:19]([O:18][CH3:17])=[CH:24][CH:23]=2)[C:26]2[CH:31]=[CH:30][CH:29]=[CH:28][CH:27]=2)=[CH:37][CH:36]=1. Given the reactants [Br:1][C:2]1[CH:3]=[CH:4][C:5]([F:16])=[C:6]([C@:8]2([CH3:15])[CH2:13][O:12][CH2:11][C:10]([NH2:14])=[N:9]2)[CH:7]=1.[CH3:17][O:18][C:19]1[CH:24]=[CH:23][C:22]([C:25](Cl)([C:32]2[CH:37]=[CH:36][C:35]([O:38][CH3:39])=[CH:34][CH:33]=2)[C:26]2[CH:31]=[CH:30][CH:29]=[CH:28][CH:27]=2)=[CH:21][CH:20]=1, predict the reaction product. (4) Given the reactants [CH2:1]([OH:9])[CH2:2][CH2:3][CH2:4][CH2:5][CH2:6][CH2:7][CH3:8].[CH2:10]1[CH2:15][CH2:14][CH2:13][CH2:12][CH2:11]1.C(OOC(C)(C)C)(C)(C)C, predict the reaction product. The product is: [CH:10]1([O:9][CH2:1][CH2:2][CH2:3][CH2:4][CH2:5][CH2:6][CH2:7][CH3:8])[CH2:15][CH2:14][CH2:13][CH2:12][CH2:11]1. (5) Given the reactants [Cl:1][C:2]1[CH:7]=[CH:6][C:5]([C:8]2([OH:15])[CH2:13][CH2:12][NH:11][CH2:10][CH:9]2[CH3:14])=[CH:4][CH:3]=1.C(N(CC)CC)C.Br[CH2:24][CH2:25][CH:26]=[C:27]1[C:33]2[CH:34]=[CH:35][CH:36]=[N:37][C:32]=2[CH2:31][O:30][C:29]2[CH:38]=[CH:39][C:40]([OH:42])=[CH:41][C:28]1=2, predict the reaction product. The product is: [Cl:1][C:2]1[CH:7]=[CH:6][C:5]([C:8]2([OH:15])[CH2:13][CH2:12][N:11]([CH2:24][CH2:25][CH:26]=[C:27]3[C:33]4[CH:34]=[CH:35][CH:36]=[N:37][C:32]=4[CH2:31][O:30][C:29]4[CH:38]=[CH:39][C:40]([OH:42])=[CH:41][C:28]3=4)[CH2:10][CH:9]2[CH3:14])=[CH:4][CH:3]=1. (6) Given the reactants [F:1][C:2]1[CH:19]=[C:18]([N+:20]([O-:22])=[O:21])[CH:17]=[CH:16][C:3]=1[O:4][C:5]1[C:10]2=[C:11]([CH3:15])[C:12]([OH:14])=[CH:13][N:9]2[N:8]=[CH:7][N:6]=1.CCN(C(C)C)C(C)C.[CH2:32]([N:34]=[C:35]=[O:36])[CH3:33], predict the reaction product. The product is: [CH2:32]([NH:34][C:35](=[O:36])[O:14][C:12]1[C:11]([CH3:15])=[C:10]2[N:9]([CH:13]=1)[N:8]=[CH:7][N:6]=[C:5]2[O:4][C:3]1[CH:16]=[CH:17][C:18]([N+:20]([O-:22])=[O:21])=[CH:19][C:2]=1[F:1])[CH3:33]. (7) Given the reactants Br[C:2]1[C:12]([F:13])=[CH:11][C:5]2[S:6](=[O:10])(=[O:9])[CH2:7][CH2:8][C:4]=2[CH:3]=1.[NH2:14][C@H:15]1[CH2:20][CH2:19][CH2:18][N:17]([CH:21]2[CH2:26][CH2:25][N:24]([C:27]3[N:32]=[CH:31][C:30]([CH2:33][CH3:34])=[CH:29][N:28]=3)[CH2:23][CH2:22]2)[C:16]1=[O:35].CC(C)([O-])C.[Na+], predict the reaction product. The product is: [CH2:33]([C:30]1[CH:29]=[N:28][C:27]([N:24]2[CH2:23][CH2:22][CH:21]([N:17]3[CH2:18][CH2:19][CH2:20][C@H:15]([NH:14][C:2]4[C:12]([F:13])=[CH:11][C:5]5[S:6](=[O:10])(=[O:9])[CH2:7][CH2:8][C:4]=5[CH:3]=4)[C:16]3=[O:35])[CH2:26][CH2:25]2)=[N:32][CH:31]=1)[CH3:34]. (8) Given the reactants [N+:1]([O-:4])(O)=[O:2].[F:5][C:6]1[CH:15]=[C:14]2[C:9]([C:10]([OH:16])=[CH:11][CH:12]=[N:13]2)=[CH:8][CH:7]=1, predict the reaction product. The product is: [F:5][C:6]1[CH:15]=[C:14]2[C:9]([C:10]([OH:16])=[C:11]([N+:1]([O-:4])=[O:2])[CH:12]=[N:13]2)=[CH:8][CH:7]=1.